From a dataset of Full USPTO retrosynthesis dataset with 1.9M reactions from patents (1976-2016). Predict the reactants needed to synthesize the given product. (1) Given the product [ClH:34].[ClH:34].[OH:20][CH:19]([C:21]1[CH:22]=[CH:23][C:24]2[O:29][CH2:28][C:27](=[O:30])[NH:26][C:25]=2[CH:31]=1)[CH2:18][N:15]1[CH2:16][CH2:17][CH:12]([C:8]2[CH:7]=[CH:6][CH:5]=[C:4]3[C:9]=2[CH:10]=[CH:11][C:2]([CH3:1])=[N:3]3)[CH2:13][CH2:14]1, predict the reactants needed to synthesize it. The reactants are: [CH3:1][C:2]1[CH:11]=[CH:10][C:9]2[C:4](=[CH:5][CH:6]=[CH:7][C:8]=2[CH:12]2[CH2:17][CH2:16][N:15]([CH2:18][C:19]([C:21]3[CH:22]=[CH:23][C:24]4[O:29][CH2:28][C:27](=[O:30])[NH:26][C:25]=4[CH:31]=3)=[O:20])[CH2:14][CH2:13]2)[N:3]=1.[BH4-].[Na+].[ClH:34]. (2) Given the product [CH2:37]([S:34]([NH:4][C:5]([CH:7]1[CH2:12][CH2:11][N:10]([C:13]2[C:23]([C:24]#[N:25])=[CH:22][C:16]([C:17]([O:19][CH2:20][CH3:21])=[O:18])=[C:15]([O:26][CH2:27][CH2:28][N:29]3[CH:30]=[CH:31][CH:32]=[CH:33]3)[N:14]=2)[CH2:9][CH2:8]1)=[O:6])(=[O:35])=[O:36])[C:38]1[CH:43]=[CH:42][CH:41]=[CH:40][CH:39]=1, predict the reactants needed to synthesize it. The reactants are: C([N:4]([S:34]([CH2:37][C:38]1[CH:43]=[CH:42][CH:41]=[CH:40][CH:39]=1)(=[O:36])=[O:35])[C:5]([CH:7]1[CH2:12][CH2:11][N:10]([C:13]2[C:23]([C:24]#[N:25])=[CH:22][C:16]([C:17]([O:19][CH2:20][CH3:21])=[O:18])=[C:15]([O:26][CH2:27][CH2:28][N:29]3[CH:33]=[CH:32][CH:31]=[CH:30]3)[N:14]=2)[CH2:9][CH2:8]1)=[O:6])C=C.[Na+].C1(C)C=CC(S([O-])=O)=CC=1.O. (3) Given the product [CH3:1][N:2]([CH2:3][C:4]1[CH:9]=[CH:8][CH:7]=[CH:6][CH:5]=1)[C:21]1([C:26]#[N:27])[CH2:25][CH2:24][CH2:23][CH2:22]1, predict the reactants needed to synthesize it. The reactants are: [CH3:1][NH:2][CH2:3][C:4]1[CH:9]=[CH:8][CH:7]=[CH:6][CH:5]=1.C1(=O)CCCC1.[C-]#N.[K+].CN(C)[C:21]1([C:26]#[N:27])[CH2:25][CH2:24][CH2:23][CH2:22]1.C#N. (4) Given the product [CH3:13][CH:14]([CH3:33])[CH:15]([C:27]1[CH:28]=[CH:29][CH:30]=[CH:31][CH:32]=1)[C:16]([NH:18][C@@H:19]1[C@@H:26]2[C@@H:22]([CH2:23][N:24]([CH2:54][CH2:53][CH2:52][CH2:40][C:34]3[CH:39]=[CH:38][CH:37]=[CH:36][CH:35]=3)[CH2:25]2)[CH2:21][CH2:20]1)=[O:17], predict the reactants needed to synthesize it. The reactants are: FC(F)(F)C1C=C(C=CC=1)C=O.[CH3:13][CH:14]([CH3:33])[CH:15]([C:27]1[CH:32]=[CH:31][CH:30]=[CH:29][CH:28]=1)[C:16]([NH:18][C@@H:19]1[C@@H:26]2[C@@H:22]([CH2:23][NH:24][CH2:25]2)[CH2:21][CH2:20]1)=[O:17].[CH:34]1([CH:40]([CH:52]2CCC[CH2:54][CH2:53]2)C(N[C@@H]2[C@H]3[C@H](CNC3)CC2)=O)[CH2:39][CH2:38][CH2:37][CH2:36][CH2:35]1. (5) The reactants are: C([C@@H]1CC[C@H]([O:11][C:12]2[CH:21]=[C:20]([CH3:22])[C:19]3[C:14](=[CH:15][CH:16]=[CH:17][CH:18]=3)[C:13]=2[CH:23]=O)CC1)(C)(C)C.[NH:25]1[CH2:30][CH2:29][CH:28]([C:31]([O:33][CH2:34][CH3:35])=[O:32])[CH2:27][CH2:26]1.CC(O)=O.[BH-](OC(C)=O)(OC(C)=O)OC(C)=O.[Na+]. Given the product [OH:11][C:12]1[CH:21]=[C:20]([CH3:22])[C:19]2[C:14](=[CH:15][CH:16]=[CH:17][CH:18]=2)[C:13]=1[CH2:23][N:25]1[CH2:30][CH2:29][CH:28]([C:31]([O:33][CH2:34][CH3:35])=[O:32])[CH2:27][CH2:26]1, predict the reactants needed to synthesize it.